Dataset: Forward reaction prediction with 1.9M reactions from USPTO patents (1976-2016). Task: Predict the product of the given reaction. (1) Given the reactants [Si:1]([O:8][CH2:9][C:10]1[N:15]=[CH:14][C:13]2[N:16]=[CH:17][N:18]([C:19]3[S:23][C:22]([C:24]([O:26][CH3:27])=[O:25])=[C:21]([OH:28])[CH:20]=3)[C:12]=2[CH:11]=1)([C:4]([CH3:7])([CH3:6])[CH3:5])([CH3:3])[CH3:2].[CH3:29][C:30]1[CH:35]=[CH:34][CH:33]=[CH:32][C:31]=1[CH:36](O)[CH3:37].C1(P(C2C=CC=CC=2)C2C=CC=CC=2)C=CC=CC=1.N(C(OC(C)(C)C)=O)=NC(OC(C)(C)C)=O, predict the reaction product. The product is: [Si:1]([O:8][CH2:9][C:10]1[N:15]=[CH:14][C:13]2[N:16]=[CH:17][N:18]([C:19]3[S:23][C:22]([C:24]([O:26][CH3:27])=[O:25])=[C:21]([O:28][CH:36]([C:31]4[CH:32]=[CH:33][CH:34]=[CH:35][C:30]=4[CH3:29])[CH3:37])[CH:20]=3)[C:12]=2[CH:11]=1)([C:4]([CH3:5])([CH3:6])[CH3:7])([CH3:2])[CH3:3]. (2) Given the reactants [S:1]1[C:5]2[CH:6]=[CH:7][CH:8]=[CH:9][C:4]=2[NH:3][CH2:2]1.NC1C=CC=CC=1S.C=O.[C:20]([C:22]1[CH:23]=[C:24]([CH:28]=[C:29]([CH:33]([CH3:35])[CH3:34])[C:30]=1[O:31][CH3:32])[C:25](Cl)=[O:26])#[N:21], predict the reaction product. The product is: [C:20]([C:22]1[CH:23]=[C:24]([CH:28]=[C:29]([CH:33]([CH3:35])[CH3:34])[C:30]=1[O:31][CH3:32])[C:25]([N:3]1[C:4]2[CH:9]=[CH:8][CH:7]=[CH:6][C:5]=2[S:1][CH2:2]1)=[O:26])#[N:21]. (3) Given the reactants [F:1][C:2]1[CH:21]=[CH:20][C:5]([CH2:6][O:7][C:8]2[CH:15]=[CH:14][C:13]([C:16]([F:19])([F:18])[F:17])=[CH:12][C:9]=2[CH:10]=[O:11])=[CH:4][CH:3]=1.[CH3:22][C:23]([CH:25]=[CH2:26])=[O:24].CCN(CC)CC, predict the reaction product. The product is: [CH3:2][CH2:3][CH2:4][CH:5]([CH3:20])[CH3:6].[F:19][C:16]([F:17])([F:18])[C:13]1[CH:14]=[CH:15][C:8]([O:7][CH2:6][C:5]2[CH:4]=[CH:3][C:2]([F:1])=[CH:21][CH:20]=2)=[C:9]([C:10](=[O:11])[CH2:26][CH2:25][C:23](=[O:24])[CH3:22])[CH:12]=1. (4) Given the reactants Cl[C:2]1[C:3]2[C:4](=[N:8][N:9]([CH2:11][C:12]3[CH:13]=[CH:14][C:15]4[O:19][C:18]([CH2:20][CH3:21])=[N:17][C:16]=4[CH:22]=3)[CH:10]=2)[N:5]=[CH:6][N:7]=1.[NH2:23][CH2:24][C:25]1[C:26]([CH3:47])=[CH:27][C:28]([N:32](C(OC(C)(C)C)=O)C(=O)OC(C)(C)C)=[N:29][C:30]=1[CH3:31], predict the reaction product. The product is: [CH2:20]([C:18]1[O:19][C:15]2[CH:14]=[CH:13][C:12]([CH2:11][N:9]3[CH:10]=[C:3]4[C:4]([N:5]=[CH:6][N:7]=[C:2]4[NH:23][CH2:24][C:25]4[C:26]([CH3:47])=[CH:27][C:28]([NH2:32])=[N:29][C:30]=4[CH3:31])=[N:8]3)=[CH:22][C:16]=2[N:17]=1)[CH3:21].